From a dataset of Reaction yield outcomes from USPTO patents with 853,638 reactions. Predict the reaction yield, written as a fraction of the theoretical maximum amount of product (1.0 means a 100% yield; for example, 0.34 means a 34% yield). (1) The product is [CH:1]1([CH2:7][N:8]2[C:12]3[CH:13]=[C:14]([F:18])[C:15]([F:17])=[CH:16][C:11]=3[N:10]=[C:9]2[C:19]2[C:20]([OH:25])=[N:21][CH:22]=[CH:23][CH:24]=2)[CH2:2][CH2:3][CH2:4][CH2:5][CH2:6]1. The yield is 0.390. The reactants are [CH:1]1([CH2:7][N:8]2[C:12]3[CH:13]=[C:14]([F:18])[C:15]([F:17])=[CH:16][C:11]=3[N:10]=[C:9]2[C:19]2[C:20]([O:25]CC3C=CC(OC)=CC=3)=[N:21][CH:22]=[CH:23][CH:24]=2)[CH2:6][CH2:5][CH2:4][CH2:3][CH2:2]1.B(Br)(Br)Br. The catalyst is ClCCl. (2) The reactants are FC(F)(F)C([O:5][C@@H:6]1[CH2:10][C:9](=[O:11])[O:8][C:7]1=[O:12])=O.[CH3:15][O:16][C:17]1[CH:22]=[CH:21][C:20]([CH2:23][OH:24])=[CH:19][CH:18]=1.C(N/C(=N\C(C)C)/O[C:31]([CH3:34])([CH3:33])[CH3:32])(C)C. The catalyst is ClCCl. The product is [OH:5][C@H:6]([CH2:10][C:9]([O:8][C:31]([CH3:34])([CH3:33])[CH3:32])=[O:11])[C:7]([O:24][CH2:23][C:20]1[CH:21]=[CH:22][C:17]([O:16][CH3:15])=[CH:18][CH:19]=1)=[O:12]. The yield is 0.502. (3) The reactants are [NH:1]1[CH2:11][CH2:10][CH:4]([C:5]([O:7]CC)=O)[CH2:3][CH2:2]1.[CH2:12]1[CH2:22][CH2:21]N2[C:15](=NCCC2)[CH2:14][CH2:13]1.Cl[CH2:24][CH2:25]O.S(Cl)(Cl)=O.C(=O)([O-])[O-].[K+].[K+].[C:37]1(C)[CH:42]=[CH:41][CH:40]=[CH:39][CH:38]=1. The catalyst is O. The product is [N:1]12[CH2:2][CH2:3][C:4]([C:5]([C:12]3[CH:13]=[CH:14][CH:15]=[CH:21][CH:22]=3)([C:37]3[CH:38]=[CH:39][CH:40]=[CH:41][CH:42]=3)[OH:7])([CH2:10][CH2:11]1)[CH2:25][CH2:24]2. The yield is 0.500. (4) The reactants are [CH2:1]([O:3][C:4](=[O:24])[C:5]([N:21]=[N+]=[N-])=[CH:6][C:7]1[CH:12]=[CH:11][C:10]([O:13][CH2:14][C:15]2[CH:20]=[CH:19][CH:18]=[CH:17][CH:16]=2)=[CH:9][CH:8]=1)[CH3:2]. The catalyst is CC1C=CC=CC=1C. The product is [CH2:1]([O:3][C:4]([C:5]1[NH:21][C:12]2[C:7]([CH:6]=1)=[CH:8][CH:9]=[C:10]([O:13][CH2:14][C:15]1[CH:20]=[CH:19][CH:18]=[CH:17][CH:16]=1)[CH:11]=2)=[O:24])[CH3:2]. The yield is 0.830. (5) The reactants are [CH2:1]([N:8]1[C:16]2[CH:15]=[CH:14][CH:13]=[C:12]([OH:17])[C:11]=2[CH:10]=[C:9]1[CH3:18])[C:2]1[CH:7]=[CH:6][CH:5]=[CH:4][CH:3]=1.[H-].[Na+].[CH3:21][O:22][C:23](=[O:32])[CH:24](Br)[CH2:25][CH2:26][C:27]([O:29][CH3:30])=[O:28]. The catalyst is CN(C)C=O.C(OCC)(=O)C. The product is [CH3:30][O:29][C:27](=[O:28])[CH2:26][CH2:25][CH:24]([O:17][C:12]1[CH:13]=[CH:14][CH:15]=[C:16]2[C:11]=1[CH:10]=[C:9]([CH3:18])[N:8]2[CH2:1][C:2]1[CH:3]=[CH:4][CH:5]=[CH:6][CH:7]=1)[C:23]([O:22][CH3:21])=[O:32]. The yield is 0.970. (6) The reactants are C1C(=O)N([Br:8])C(=O)C1.[Cl:9][C:10]1[C:11]2[N:12]([C:16]([C@H:19]3[CH2:27][CH2:26][C@H:25]4[N:21]([C:22](=[O:28])[CH2:23][CH2:24]4)[CH2:20]3)=[N:17][CH:18]=2)[CH:13]=[CH:14][N:15]=1. The catalyst is C(#N)C. The product is [Br:8][C:18]1[N:17]=[C:16]([C@H:19]2[CH2:27][CH2:26][C@H:25]3[N:21]([C:22](=[O:28])[CH2:23][CH2:24]3)[CH2:20]2)[N:12]2[CH:13]=[CH:14][N:15]=[C:10]([Cl:9])[C:11]=12. The yield is 0.870. (7) The reactants are [NH2:1][C:2]1[CH:17]=[C:16]([O:18][CH3:19])[C:15]([O:20][CH3:21])=[CH:14][C:3]=1[C:4]([NH:6][C:7]1[CH:12]=[CH:11][CH:10]=[CH:9][C:8]=1[Cl:13])=[O:5].[Cl:22][CH2:23][C:24](Cl)=O. The catalyst is C(O)(=O)C. The product is [Cl:22][CH2:23][C:24]1[N:6]([C:7]2[CH:12]=[CH:11][CH:10]=[CH:9][C:8]=2[Cl:13])[C:4](=[O:5])[C:3]2[C:2](=[CH:17][C:16]([O:18][CH3:19])=[C:15]([O:20][CH3:21])[CH:14]=2)[N:1]=1. The yield is 0.460.